From a dataset of Full USPTO retrosynthesis dataset with 1.9M reactions from patents (1976-2016). Predict the reactants needed to synthesize the given product. (1) Given the product [F:4][C:1]([F:2])([F:3])[C:5]([NH:11][CH2:12][CH2:13][N:14]([CH3:29])[CH2:15][CH2:16][NH:17][C:18]1[N:19]=[N+:20]([O-:28])[C:21]2[CH:27]=[CH:26][CH:25]=[CH:24][C:22]=2[N:23]=1)=[O:7], predict the reactants needed to synthesize it. The reactants are: [C:1]([C:5]([O:7]CC)=O)([F:4])([F:3])[F:2].O.[NH2:11][CH2:12][CH2:13][N:14]([CH3:29])[CH2:15][CH2:16][NH:17][C:18]1[N:19]=[N+:20]([O-:28])[C:21]2[CH:27]=[CH:26][CH:25]=[CH:24][C:22]=2[N:23]=1. (2) Given the product [BrH:1].[Br:11][C:8]1[CH:9]=[CH:10][C:5]([C:3]2[N:12]=[C:13]([NH2:15])[S:14][CH:2]=2)=[CH:6][CH:7]=1.[BrH:1].[Br:11][C:8]1[CH:9]=[CH:10][C:5]([C:3]2[S:14][C:13]([NH2:15])=[N:12][CH:2]=2)=[CH:6][CH:7]=1, predict the reactants needed to synthesize it. The reactants are: [Br:1][CH2:2][C:3]([C:5]1[CH:10]=[CH:9][C:8]([Br:11])=[CH:7][CH:6]=1)=O.[NH2:12][C:13]([NH2:15])=[S:14]. (3) Given the product [Br:18][C:15]1[CH:16]=[CH:17][C:12]([N:11]2[CH:9]([CH3:10])[C:8](=[O:20])[NH:4][C:3]2=[O:1])=[CH:13][C:14]=1[CH3:19], predict the reactants needed to synthesize it. The reactants are: [O:1]([C:3]#[N:4])[K].C(O[C:8](=[O:20])[CH:9]([NH:11][C:12]1[CH:17]=[CH:16][C:15]([Br:18])=[C:14]([CH3:19])[CH:13]=1)[CH3:10])C.CC(O)=O. (4) Given the product [C:1]1([CH3:18])[CH:2]=[CH:3][C:4]([S:7]([C:10]2[N:11]=[CH:12][N:13]3[CH:17]=[C:16]([Sn:34]([CH2:35][CH2:36][CH2:37][CH3:38])([CH2:39][CH2:40][CH2:41][CH3:42])[CH2:30][CH2:31][CH2:32][CH3:33])[S:15][C:14]=23)(=[O:9])=[O:8])=[CH:5][CH:6]=1, predict the reactants needed to synthesize it. The reactants are: [C:1]1([CH3:18])[CH:6]=[CH:5][C:4]([S:7]([C:10]2[N:11]=[CH:12][N:13]3[CH:17]=[CH:16][S:15][C:14]=23)(=[O:9])=[O:8])=[CH:3][CH:2]=1.C([Li])CCC.CCCCCC.[CH2:30]([Sn:34](Cl)([CH2:39][CH2:40][CH2:41][CH3:42])[CH2:35][CH2:36][CH2:37][CH3:38])[CH2:31][CH2:32][CH3:33].[Cl-].[NH4+]. (5) Given the product [CH:7]([NH2:6])([CH3:8])[CH3:2].[ClH:41].[F:1][C:2]1[C:3]([O:33][CH3:34])=[N:4][C:5]([N:9]2[CH2:17][C@@H:16]3[C@@:11]([C:27]4[CH:32]=[CH:31][CH:30]=[CH:29][CH:28]=4)([N:12]=[C:13]([NH2:18])[S:14][CH2:15]3)[CH2:10]2)=[N:6][C:7]=1[CH3:8], predict the reactants needed to synthesize it. The reactants are: [F:1][C:2]1[C:3]([O:33][CH3:34])=[N:4][C:5]([N:9]2[CH2:17][C@@H:16]3[C@@:11]([C:27]4[CH:32]=[CH:31][CH:30]=[CH:29][CH:28]=4)([N:12]=[C:13]([NH:18]C(=O)C4C=CC=CC=4)[S:14][CH2:15]3)[CH2:10]2)=[N:6][C:7]=1[CH3:8].N1C=CC=CC=1.[ClH:41].CON. (6) Given the product [N:9]1([CH2:8][C:7]2[CH:15]=[CH:16][C:4]([NH:1][CH:34]=[C:35]3[C:29]4[C:28](=[CH:33][CH:32]=[CH:31][CH:30]=4)[NH:27][C:26]3=[O:18])=[CH:5][CH:6]=2)[CH2:14][CH2:13][CH2:12][CH2:11][CH2:10]1, predict the reactants needed to synthesize it. The reactants are: [N+:1]([C:4]1[CH:16]=[CH:15][C:7]([CH2:8][N:9]2[CH2:14][CH2:13][CH2:12][CH2:11][CH2:10]2)=[CH:6][CH:5]=1)([O-])=O.Cl.[OH-:18].[Na+].N1([CH2:26][NH:27][C:28]2[CH:33]=[CH:32][CH:31]=[CH:30][CH:29]=2)CCCCC1.[C:34](O)(=O)[CH3:35]. (7) Given the product [C:1]([O:4][C:5]1[CH:6]=[C:7]2[C:12](=[CH:13][C:14]=1[O:15][CH3:16])[N:11]=[CH:10][N:9]=[C:8]2[NH:22][C:21]1[CH:23]=[CH:24][CH:25]=[C:19]([Br:18])[CH:20]=1)(=[O:3])[CH3:2], predict the reactants needed to synthesize it. The reactants are: [C:1]([O:4][C:5]1[CH:6]=[C:7]2[C:12](=[CH:13][C:14]=1[O:15][CH3:16])[N:11]=[CH:10][NH:9][C:8]2=O)(=[O:3])[CH3:2].[Br:18][C:19]1[CH:20]=[C:21]([CH:23]=[CH:24][CH:25]=1)[NH2:22].